This data is from Reaction yield outcomes from USPTO patents with 853,638 reactions. The task is: Predict the reaction yield, written as a fraction of the theoretical maximum amount of product (1.0 means a 100% yield; for example, 0.34 means a 34% yield). (1) The reactants are S(=O)(=O)(O)O.[N+:6]([O-:9])(O)=[O:7].[NH:10]1[C:15]2[CH:16]=[CH:17][S:18][C:14]=2[C:13](=[O:19])[NH:12][C:11]1=[O:20]. The yield is 0.610. No catalyst specified. The product is [N+:6]([C:17]1[S:18][C:14]2[C:13](=[O:19])[NH:12][C:11](=[O:20])[NH:10][C:15]=2[CH:16]=1)([O-:9])=[O:7]. (2) The reactants are [C:1]([O:5][C:6]([N:8]1[C:17]2[C:12](=[CH:13][CH:14]=[C:15]([N+:18]([O-])=O)[CH:16]=2)[C:11]([CH3:22])([CH3:21])[CH2:10][CH2:9]1)=[O:7])([CH3:4])([CH3:3])[CH3:2]. The catalyst is CO.[Pd]. The product is [NH2:18][C:15]1[CH:16]=[C:17]2[C:12]([C:11]([CH3:22])([CH3:21])[CH2:10][CH2:9][N:8]2[C:6]([O:5][C:1]([CH3:4])([CH3:3])[CH3:2])=[O:7])=[CH:13][CH:14]=1. The yield is 0.950. (3) The catalyst is C(OCC)(=O)C.C1COCC1. The reactants are N(C(OCC)=O)=NC(OCC)=O.C1(C)C=CC=CC=1.[OH:20][CH:21]1[CH2:26][CH2:25][N:24]([C:27]([O:29][C:30]([CH3:33])([CH3:32])[CH3:31])=[O:28])[CH2:23][CH2:22]1.[CH3:34][S:35][C:36]1[CH:41]=[CH:40][C:39](O)=[CH:38][CH:37]=1.C1(P(C2C=CC=CC=2)C2C=CC=CC=2)C=CC=CC=1. The product is [CH3:34][S:35][C:36]1[CH:41]=[CH:40][C:39]([O:20][CH:21]2[CH2:22][CH2:23][N:24]([C:27]([O:29][C:30]([CH3:33])([CH3:32])[CH3:31])=[O:28])[CH2:25][CH2:26]2)=[CH:38][CH:37]=1. The yield is 0.520. (4) The reactants are Br[CH2:2][C:3]([C:5]1[CH:6]=[CH:7][C:8]2[C:17]3[CH:16]=[C:15]4[CH2:18][CH2:19][CH2:20][C:21](=[O:22])[C:14]4=[CH:13][C:12]=3[O:11][CH2:10][C:9]=2[CH:23]=1)=[O:4].[C:24]([O:28][C:29]([N:31]1[C@@H:35]([CH3:36])[CH2:34][CH2:33][C@H:32]1[C:37]([OH:39])=[O:38])=[O:30])([CH3:27])([CH3:26])[CH3:25].C(N(CC)CC)C. The catalyst is CC#N.CCOC(C)=O. The product is [CH3:36][C@@H:35]1[N:31]([C:29]([O:28][C:24]([CH3:25])([CH3:27])[CH3:26])=[O:30])[C@H:32]([C:37]([O:39][CH2:2][C:3](=[O:4])[C:5]2[CH:6]=[CH:7][C:8]3[C:17]4[CH:16]=[C:15]5[CH2:18][CH2:19][CH2:20][C:21](=[O:22])[C:14]5=[CH:13][C:12]=4[O:11][CH2:10][C:9]=3[CH:23]=2)=[O:38])[CH2:33][CH2:34]1. The yield is 0.650. (5) The reactants are [Cl-].[CH2:2]([N+:10]([CH2:20][CH2:21][CH2:22][CH2:23][CH2:24][CH2:25][CH2:26][CH3:27])([CH2:12][CH2:13][CH2:14][CH2:15][CH2:16][CH2:17][CH2:18][CH3:19])[CH3:11])[CH2:3][CH2:4][CH2:5][CH2:6][CH2:7][CH2:8][CH3:9].[Cl:28][C:29]1[CH:40]=[CH:39][C:32]([O:33][CH:34]([CH3:38])[C:35]([O-:37])=[O:36])=[C:31]([CH3:41])[CH:30]=1.C([N+](CCCCCCCC)(CCCCCCCC)C)CCCCCCC.[OH-].[Na+]. The catalyst is O. The product is [Cl:28][C:29]1[CH:40]=[CH:39][C:32]([O:33][CH:34]([CH3:38])[C:35]([O-:37])=[O:36])=[C:31]([CH3:41])[CH:30]=1.[CH2:20]([N+:10]([CH2:2][CH2:3][CH2:4][CH2:5][CH2:6][CH2:7][CH2:8][CH3:9])([CH2:12][CH2:13][CH2:14][CH2:15][CH2:16][CH2:17][CH2:18][CH3:19])[CH3:11])[CH2:21][CH2:22][CH2:23][CH2:24][CH2:25][CH2:26][CH3:27]. The yield is 0.900. (6) The reactants are [N:1]1[CH:6]=[CH:5][CH:4]=[CH:3][C:2]=1[CH2:7][CH2:8][N:9]1[CH2:14][CH2:13][N:12]([C:15]([O:17][C:18]([CH3:21])([CH3:20])[CH3:19])=[O:16])[CH2:11][CH2:10]1.C([Li])CCC.[C:27]1(=[O:33])[CH2:32][CH2:31][CH2:30][CH2:29][CH2:28]1. The catalyst is O1CCCC1. The product is [OH:33][C:27]1([CH:7]([C:2]2[CH:3]=[CH:4][CH:5]=[CH:6][N:1]=2)[CH2:8][N:9]2[CH2:10][CH2:11][N:12]([C:15]([O:17][C:18]([CH3:21])([CH3:20])[CH3:19])=[O:16])[CH2:13][CH2:14]2)[CH2:32][CH2:31][CH2:30][CH2:29][CH2:28]1. The yield is 0.780. (7) The product is [Cl:8][C:6]1[N:5]=[C:4]([NH2:9])[N:3]=[C:2]([NH:16][CH:10]2[CH2:15][CH2:14][CH2:13][CH2:12][CH2:11]2)[CH:7]=1. The catalyst is CO. The yield is 0.990. The reactants are Cl[C:2]1[CH:7]=[C:6]([Cl:8])[N:5]=[C:4]([NH2:9])[N:3]=1.[CH:10]1([NH2:16])[CH2:15][CH2:14][CH2:13][CH2:12][CH2:11]1.